This data is from SARS-CoV-2 main protease (3CLPro) crystallographic fragment screen with 879 compounds. The task is: Binary Classification. Given a drug SMILES string, predict its activity (active/inactive) in a high-throughput screening assay against a specified biological target. (1) The drug is C[C@@H]1NCCC[C@@H]1CO. The result is 0 (inactive). (2) The molecule is C[C@@H]1[C@H](C(=O)N2CCCC2)CCCN1S(C)(=O)=O. The result is 0 (inactive).